This data is from Forward reaction prediction with 1.9M reactions from USPTO patents (1976-2016). The task is: Predict the product of the given reaction. (1) Given the reactants I[C:2]1[CH:3]=[C:4]([CH:8]=[CH:9][CH:10]=1)[C:5]([OH:7])=O.[NH:11]1[CH:15]=[CH:14][N:13]=[N:12]1.CN[C@@H]1CCCC[C@H]1NC.C([O-])([O-])=O.[Cs+].[Cs+], predict the reaction product. The product is: [N:11]1([C:2]2[CH:3]=[C:4]([CH:8]=[CH:9][CH:10]=2)[CH:5]=[O:7])[CH:15]=[CH:14][N:13]=[N:12]1. (2) Given the reactants [O:1]=[C:2]1[C:11]2[C:6](=[CH:7][CH:8]=[C:9]([C:12]([O:14][CH2:15][CH3:16])=[O:13])[CH:10]=2)[N:5]=[CH:4][NH:3]1.[Br:17][C:18]1[CH:19]=[C:20]([CH:23]=[CH:24][CH:25]=1)[CH2:21]Br.C(=O)([O-])[O-].[Cs+].[Cs+].C(#N)C, predict the reaction product. The product is: [Br:17][C:18]1[CH:19]=[C:20]([CH:23]=[CH:24][CH:25]=1)[CH2:21][N:3]1[C:2](=[O:1])[C:11]2[C:6](=[CH:7][CH:8]=[C:9]([C:12]([O:14][CH2:15][CH3:16])=[O:13])[CH:10]=2)[N:5]=[CH:4]1.